From a dataset of NCI-60 drug combinations with 297,098 pairs across 59 cell lines. Regression. Given two drug SMILES strings and cell line genomic features, predict the synergy score measuring deviation from expected non-interaction effect. (1) Drug 1: CNC(=O)C1=CC=CC=C1SC2=CC3=C(C=C2)C(=NN3)C=CC4=CC=CC=N4. Drug 2: B(C(CC(C)C)NC(=O)C(CC1=CC=CC=C1)NC(=O)C2=NC=CN=C2)(O)O. Cell line: HCT-15. Synergy scores: CSS=-1.72, Synergy_ZIP=-0.487, Synergy_Bliss=-2.49, Synergy_Loewe=-4.58, Synergy_HSA=-3.86. (2) Drug 1: C1C(C(OC1N2C=C(C(=O)NC2=O)F)CO)O. Drug 2: CC1C(C(CC(O1)OC2CC(CC3=C2C(=C4C(=C3O)C(=O)C5=C(C4=O)C(=CC=C5)OC)O)(C(=O)CO)O)N)O.Cl. Cell line: IGROV1. Synergy scores: CSS=27.9, Synergy_ZIP=-6.22, Synergy_Bliss=-4.53, Synergy_Loewe=-1.12, Synergy_HSA=-0.310.